Dataset: Merck oncology drug combination screen with 23,052 pairs across 39 cell lines. Task: Regression. Given two drug SMILES strings and cell line genomic features, predict the synergy score measuring deviation from expected non-interaction effect. (1) Drug 1: C#Cc1cccc(Nc2ncnc3cc(OCCOC)c(OCCOC)cc23)c1. Drug 2: O=C(NOCC(O)CO)c1ccc(F)c(F)c1Nc1ccc(I)cc1F. Cell line: RPMI7951. Synergy scores: synergy=3.99. (2) Drug 1: CS(=O)(=O)CCNCc1ccc(-c2ccc3ncnc(Nc4ccc(OCc5cccc(F)c5)c(Cl)c4)c3c2)o1. Drug 2: CCC1(O)C(=O)OCc2c1cc1n(c2=O)Cc2cc3c(CN(C)C)c(O)ccc3nc2-1. Cell line: CAOV3. Synergy scores: synergy=5.68. (3) Drug 1: CN(C)C(=N)N=C(N)N. Cell line: UWB1289BRCA1. Drug 2: Cn1nnc2c(C(N)=O)ncn2c1=O. Synergy scores: synergy=5.14. (4) Drug 1: Cc1nc(Nc2ncc(C(=O)Nc3c(C)cccc3Cl)s2)cc(N2CCN(CCO)CC2)n1. Drug 2: CCC1(O)C(=O)OCc2c1cc1n(c2=O)Cc2cc3c(CN(C)C)c(O)ccc3nc2-1. Cell line: ZR751. Synergy scores: synergy=-0.0467. (5) Drug 1: N#Cc1ccc(Cn2cncc2CN2CCN(c3cccc(Cl)c3)C(=O)C2)cc1. Drug 2: COc1cc(C2c3cc4c(cc3C(OC3OC5COC(C)OC5C(O)C3O)C3COC(=O)C23)OCO4)cc(OC)c1O. Cell line: SW620. Synergy scores: synergy=3.82.